This data is from Reaction yield outcomes from USPTO patents with 853,638 reactions. The task is: Predict the reaction yield, written as a fraction of the theoretical maximum amount of product (1.0 means a 100% yield; for example, 0.34 means a 34% yield). (1) The reactants are Cl[C:2]1[N:7]=[C:6]([NH:8][C:9]2[CH:14]=[CH:13][C:12]3[O:15][CH2:16][CH2:17][O:18][C:11]=3[CH:10]=2)[C:5]([F:19])=[CH:4][N:3]=1.[NH2:20][C:21]1[CH:22]=[N:23][CH:24]=[CH:25][CH:26]=1.CC(C)([O-])C.[Na+].C1C=CC(P(C2C=CC3C(=CC=CC=3)C=2C2C3C(=CC=CC=3)C=CC=2P(C2C=CC=CC=2)C2C=CC=CC=2)C2C=CC=CC=2)=CC=1.C(N(CC)C(C)C)(C)C. The catalyst is C1(C)C=CC=CC=1.C([O-])(=O)C.[Pd+2].C([O-])(=O)C. The product is [CH2:17]1[CH2:16][O:15][C:12]2[CH:13]=[CH:14][C:9]([NH:8][C:6]3[C:5]([F:19])=[CH:4][N:3]=[C:2]([NH:20][C:21]4[CH:22]=[N:23][CH:24]=[CH:25][CH:26]=4)[N:7]=3)=[CH:10][C:11]=2[O:18]1. The yield is 0.140. (2) The reactants are [Br:1][C:2]1[CH:3]=[N:4][N:5]2[CH:10]=[CH:9][C:8]([C:11]([OH:13])=O)=[CH:7][C:6]=12.C(Cl)(=O)C(Cl)=O.[O:20]1[CH2:23][CH:22]([NH:24][C:25]2[CH:32]=[CH:31][C:28]([C:29]#[N:30])=[CH:27][N:26]=2)[CH2:21]1.[H-].[Na+]. The catalyst is ClCCl.CN(C)C=O. The product is [Br:1][C:2]1[CH:3]=[N:4][N:5]2[CH:10]=[CH:9][C:8]([C:11]([N:24]([C:25]3[CH:32]=[CH:31][C:28]([C:29]#[N:30])=[CH:27][N:26]=3)[CH:22]3[CH2:21][O:20][CH2:23]3)=[O:13])=[CH:7][C:6]=12. The yield is 0.200. (3) The reactants are [NH2:1][C:2]1[N:6]([C:7]2[CH:16]=[CH:15][C:10]3[NH:11][C:12]([CH3:14])=[N:13][C:9]=3[CH:8]=2)[N:5]=[CH:4][C:3]=1[C:17]([C:19]1[N:20]([S:30]([C:33]2[CH:38]=[CH:37][C:36]([CH3:39])=[CH:35][CH:34]=2)(=[O:32])=[O:31])[C:21]2[C:26]([CH:27]=1)=[CH:25][CH:24]=[C:23]([CH:28]=O)[CH:22]=2)=[O:18].[CH3:40][N:41]1[CH2:46][CH2:45][NH:44][CH2:43][CH2:42]1.C(O[BH-](OC(=O)C)OC(=O)C)(=O)C.[Na+].C(=O)(O)[O-].[Na+]. The catalyst is ClCCl. The product is [NH2:1][C:2]1[N:6]([C:7]2[CH:16]=[CH:15][C:10]3[NH:11][C:12]([CH3:14])=[N:13][C:9]=3[CH:8]=2)[N:5]=[CH:4][C:3]=1[C:17]([C:19]1[N:20]([S:30]([C:33]2[CH:34]=[CH:35][C:36]([CH3:39])=[CH:37][CH:38]=2)(=[O:32])=[O:31])[C:21]2[C:26]([CH:27]=1)=[CH:25][CH:24]=[C:23]([CH2:28][N:44]1[CH2:45][CH2:46][N:41]([CH3:40])[CH2:42][CH2:43]1)[CH:22]=2)=[O:18]. The yield is 0.860. (4) The reactants are [CH3:1][C:2]1[CH:7]=[C:6]([C:8]([O:10]C)=[O:9])[CH:5]=[CH:4][C:3]=1[C:12]1[CH:17]=[CH:16][CH:15]=[CH:14][C:13]=1[CH3:18].[OH-].[Na+].Cl.O. The catalyst is O1CCCC1.CO. The product is [CH3:1][C:2]1[CH:7]=[C:6]([C:8]([OH:10])=[O:9])[CH:5]=[CH:4][C:3]=1[C:12]1[CH:17]=[CH:16][CH:15]=[CH:14][C:13]=1[CH3:18]. The yield is 0.970. (5) The reactants are Cl[C:2]1[N:3]=[N:4][C:5]([C:8]2[S:12][N:11]=[C:10]([CH3:13])[N:9]=2)=[CH:6][CH:7]=1.[NH:14]1[CH2:19][CH2:18][C:17]2([C:23]3[CH:24]=[CH:25][CH:26]=[CH:27][C:22]=3[O:21][CH2:20]2)[CH2:16][CH2:15]1.C(=O)([O-])[O-].[K+].[K+].O. The catalyst is CN(C)C=O. The product is [CH3:13][C:10]1[N:9]=[C:8]([C:5]2[N:4]=[N:3][C:2]([N:14]3[CH2:19][CH2:18][C:17]4([C:23]5[CH:24]=[CH:25][CH:26]=[CH:27][C:22]=5[O:21][CH2:20]4)[CH2:16][CH2:15]3)=[CH:7][CH:6]=2)[S:12][N:11]=1. The yield is 0.350.